Dataset: Full USPTO retrosynthesis dataset with 1.9M reactions from patents (1976-2016). Task: Predict the reactants needed to synthesize the given product. (1) Given the product [CH3:14][O:13][N:10]1[CH2:9][CH2:8][N:7]2[C:15](=[O:26])[CH:16]([C:17]3[C:22]([CH3:23])=[CH:21][C:20]([CH3:24])=[CH:19][C:18]=3[CH3:25])[C:4](=[O:3])[N:6]2[CH2:12][CH2:11]1, predict the reactants needed to synthesize it. The reactants are: C([O:3][C:4]([N:6]1[CH2:12][CH2:11][N:10]([O:13][CH3:14])[CH2:9][CH2:8][N:7]1[C:15](=[O:26])[CH2:16][C:17]1[C:22]([CH3:23])=[CH:21][C:20]([CH3:24])=[CH:19][C:18]=1[CH3:25])=O)C.CC(C)([O-])C.[K+]. (2) Given the product [Br:1][C:2]1[CH:3]=[C:4]2[C:9](=[CH:10][CH:11]=1)[C:8](=[O:12])[NH:7][C:6](=[O:13])/[C:5]/2=[CH:14]\[NH:17][CH2:18][CH2:19][C:20]1[C:28]2[C:23](=[CH:24][CH:25]=[CH:26][CH:27]=2)[NH:22][CH:21]=1, predict the reactants needed to synthesize it. The reactants are: [Br:1][C:2]1[CH:3]=[C:4]2[C:9](=[CH:10][CH:11]=1)[C:8](=[O:12])[NH:7][C:6](=[O:13])[C:5]2=[CH:14]OC.[NH2:17][CH2:18][CH2:19][C:20]1[C:28]2[C:23](=[CH:24][CH:25]=[CH:26][CH:27]=2)[NH:22][CH:21]=1. (3) Given the product [S:21]1[CH:22]=[CH:23][N:24]=[C:20]1[NH:19][C:15]([C:12]1[CH:13]=[CH:14][N:10]([S:7]([C:4]2[CH:3]=[CH:2][C:1]([CH3:18])=[CH:6][CH:5]=2)(=[O:8])=[O:9])[CH:11]=1)=[O:17], predict the reactants needed to synthesize it. The reactants are: [C:1]1([CH3:18])[CH:6]=[CH:5][C:4]([S:7]([N:10]2[CH:14]=[CH:13][C:12]([C:15]([OH:17])=O)=[CH:11]2)(=[O:9])=[O:8])=[CH:3][CH:2]=1.[NH2:19][C:20]1[S:21][CH:22]=[CH:23][N:24]=1. (4) Given the product [C:30]([C:2]1[CH:3]=[C:4]([CH:8]([C:23]2([OH:29])[CH2:24][CH2:25][CH2:26][CH2:27][CH2:28]2)[CH2:9][N:10]2[CH2:15][CH2:14][N:13]([C:16]([O:18][C:19]([CH3:20])([CH3:22])[CH3:21])=[O:17])[CH2:12][CH2:11]2)[CH:5]=[CH:6][CH:7]=1)#[N:31], predict the reactants needed to synthesize it. The reactants are: Br[C:2]1[CH:3]=[C:4]([CH:8]([C:23]2([OH:29])[CH2:28][CH2:27][CH2:26][CH2:25][CH2:24]2)[CH2:9][N:10]2[CH2:15][CH2:14][N:13]([C:16]([O:18][C:19]([CH3:22])([CH3:21])[CH3:20])=[O:17])[CH2:12][CH2:11]2)[CH:5]=[CH:6][CH:7]=1.[CH3:30][N:31](C)C=O. (5) Given the product [CH:27]1([O:20][C:17]2[CH:16]=[CH:15][C:14]([CH2:13][CH2:12][C:8]3[CH:9]=[N:10][C:11]4[C:6]([CH:7]=3)=[C:5]3[CH:21]=[CH:22][C:23]([CH3:25])=[CH:24][C:4]3=[N:3][C:2]=4[NH2:1])=[CH:19][CH:18]=2)[CH2:31][CH2:30][CH2:29][CH2:28]1, predict the reactants needed to synthesize it. The reactants are: [NH2:1][C:2]1[C:11]2[N:10]=[CH:9][C:8]([CH2:12][CH2:13][C:14]3[CH:19]=[CH:18][C:17]([OH:20])=[CH:16][CH:15]=3)=[CH:7][C:6]=2[C:5]2[CH:21]=[CH:22][C:23]([CH3:25])=[CH:24][C:4]=2[N:3]=1.Br[CH:27]1[CH2:31][CH2:30][CH2:29][CH2:28]1. (6) Given the product [NH2:4][C:21](=[O:22])[CH2:20][CH:19]([C:24]1[CH:29]=[CH:28][C:27]([OH:30])=[CH:26][CH:25]=1)[C:18]([O:17][CH2:10][C:11]1[CH:16]=[CH:15][CH:14]=[CH:13][CH:12]=1)=[O:38], predict the reactants needed to synthesize it. The reactants are: C([N:4](C(C)C)CC)(C)C.[CH2:10]([O:17][C:18](=[O:38])[CH:19]([C:24]1[CH:29]=[CH:28][C:27]([O:30][Si](C(C)(C)C)(C)C)=[CH:26][CH:25]=1)[CH2:20][C:21](O)=[O:22])[C:11]1[CH:16]=[CH:15][CH:14]=[CH:13][CH:12]=1.[Cl-].[NH4+].CN(C(ON1N=NC2C=CC=NC1=2)=[N+](C)C)C.F[P-](F)(F)(F)(F)F. (7) Given the product [Cl:1][C:2]1[N:3]=[C:4]([Cl:11])[C:5]2[CH:10]=[CH:9][N:8]([CH2:15][O:16][CH2:17][CH2:18][Si:19]([CH3:22])([CH3:21])[CH3:20])[C:6]=2[N:7]=1, predict the reactants needed to synthesize it. The reactants are: [Cl:1][C:2]1[N:3]=[C:4]([Cl:11])[C:5]2[CH:10]=[CH:9][NH:8][C:6]=2[N:7]=1.[H-].[Na+].Cl[CH2:15][O:16][CH2:17][CH2:18][Si:19]([CH3:22])([CH3:21])[CH3:20].